This data is from Catalyst prediction with 721,799 reactions and 888 catalyst types from USPTO. The task is: Predict which catalyst facilitates the given reaction. (1) Reactant: [CH2:1]=[CH:2][C:3]1[CH:8]=[CH:7][CH:6]=[CH:5][CH:4]=1.[C:9](#[N:12])[CH:10]=[CH2:11].N(C(C)(C)C#N)=NC(C)(C)C#N.P([O-])([O-])([O-])=O.[Ca+2].[Ca+2].[Ca+2].P([O-])([O-])([O-])=O. Product: [CH2:11]=[CH:10][C:9]#[N:12].[CH2:1]=[CH:2][C:3]1[CH:8]=[CH:7][CH:6]=[CH:5][CH:4]=1. The catalyst class is: 6. (2) Reactant: Cl[C:2]1[C:3](=[CH:8][C:9](=[S:15](=[O:17])=[O:16])[CH:10]([CH3:14])[C:11]=1C=O)C(OC)=O.[ClH:18].[NH2:19][OH:20].[C:21](=[O:24])([O-])[O-:22].[Na+].[Na+].[CH3:27]O. Product: [Cl:18][C:11]1[C:10]([CH:14]=[N:19][OH:20])=[C:9]([S:15]([CH3:27])(=[O:17])=[O:16])[CH:8]=[CH:3][C:2]=1[C:21]([OH:22])=[O:24]. The catalyst class is: 6. (3) Reactant: CO[C:3]1[CH:4]=[C:5]([CH:16]=[CH:17][C:18]=1B1OC(C)(C)C(C)(C)O1)[O:6][C:7]1[C:12]2[CH:13]=[CH:14][O:15][C:11]=2[CH:10]=[CH:9][N:8]=1.Br[C:29]1[C:30]([O:36][CH3:37])=[N:31][CH:32]=[N:33][C:34]=1[CH3:35].[C:38](=O)([O-])[O-].[K+].[K+]. Product: [CH3:37][O:36][C:30]1[C:29]([C:18]2[CH:17]=[CH:16][C:5]([O:6][C:7]3[C:12]4[CH:13]=[CH:14][O:15][C:11]=4[CH:10]=[CH:9][N:8]=3)=[CH:4][C:3]=2[CH3:38])=[C:34]([CH3:35])[N:33]=[CH:32][N:31]=1. The catalyst class is: 117.